Dataset: Forward reaction prediction with 1.9M reactions from USPTO patents (1976-2016). Task: Predict the product of the given reaction. (1) Given the reactants Cl[C:2]1[C:3]2[NH:10][CH:9]=[CH:8][C:4]=2[N:5]=[CH:6][N:7]=1.[O:11]([C:18]1[CH:23]=[CH:22][C:21]([OH:24])=[CH:20][CH:19]=1)[C:12]1[CH:17]=[CH:16][CH:15]=[CH:14][CH:13]=1.Br[CH:26]1[CH2:29][N:28]([C:30]([O:32]C(C)(C)C)=O)[CH2:27]1.[C:37](O)(=O)/[CH:38]=[CH:39]/C, predict the reaction product. The product is: [O:11]([C:18]1[CH:19]=[CH:20][C:21]([O:24][C:2]2[C:3]3[N:10]([CH:26]4[CH2:27][N:28]([C:30](=[O:32])/[CH:37]=[CH:38]/[CH3:39])[CH2:29]4)[CH:9]=[CH:8][C:4]=3[N:5]=[CH:6][N:7]=2)=[CH:22][CH:23]=1)[C:12]1[CH:17]=[CH:16][CH:15]=[CH:14][CH:13]=1. (2) Given the reactants [CH2:1]([O:3][C:4]([C@H:6]1[CH2:9][C@H:8]([CH2:10][NH:11]C(OCC2C=CC=CC=2)=O)[CH2:7]1)=[O:5])[CH3:2], predict the reaction product. The product is: [CH2:1]([O:3][C:4]([C@H:6]1[CH2:7][C@H:8]([CH2:10][NH2:11])[CH2:9]1)=[O:5])[CH3:2]. (3) Given the reactants O=C1O[C@H]([C@H](CO)O)C([O-])=C1O.[Na+].[N-]=[N+]=[N-].[Na+].Br[C:19]1[N:24]=[C:23]([C@:25]2([CH3:43])[CH2:30][C@@H:29]([C:31]([F:34])([F:33])[F:32])[O:28][C:27]([NH:35][C:36](=[O:42])[O:37][C:38]([CH3:41])([CH3:40])[CH3:39])=[N:26]2)[C:22]([F:44])=[CH:21][CH:20]=1.C[NH:46][C@@H]1CCCC[C@H]1NC, predict the reaction product. The product is: [NH2:46][C:19]1[N:24]=[C:23]([C@:25]2([CH3:43])[CH2:30][C@@H:29]([C:31]([F:34])([F:33])[F:32])[O:28][C:27]([NH:35][C:36](=[O:42])[O:37][C:38]([CH3:41])([CH3:40])[CH3:39])=[N:26]2)[C:22]([F:44])=[CH:21][CH:20]=1. (4) Given the reactants F[C:2]1[CH:3]=[C:4]([CH:16]=[CH:17][CH:18]=1)[CH2:5][O:6][C:7]1[CH:12]=[CH:11][C:10]([N+:13]([O-:15])=[O:14])=[CH:9][CH:8]=1.[F:19]C1C=CC([N+]([O-])=O)=CC=1.FC1C=CC(CO)=CC=1, predict the reaction product. The product is: [F:19][C:18]1[CH:17]=[CH:16][C:4]([CH2:5][O:6][C:7]2[CH:12]=[CH:11][C:10]([N+:13]([O-:15])=[O:14])=[CH:9][CH:8]=2)=[CH:3][CH:2]=1. (5) Given the reactants [NH2:1][C:2]1[S:3][C:4]([CH2:11][CH3:12])=[CH:5][C:6]=1[C:7]([O:9]C)=O.[N:13]([CH2:16][CH2:17][CH2:18][CH3:19])=[C:14]=[O:15].[H-].[Na+].Cl, predict the reaction product. The product is: [CH2:16]([N:13]1[C:7](=[O:9])[C:6]2[CH:5]=[C:4]([CH2:11][CH3:12])[S:3][C:2]=2[NH:1][C:14]1=[O:15])[CH2:17][CH2:18][CH3:19].